This data is from Forward reaction prediction with 1.9M reactions from USPTO patents (1976-2016). The task is: Predict the product of the given reaction. (1) Given the reactants [C:1](O)([CH3:4])(C)C.[NH3:6].[Na].C([O:11][CH2:12][CH3:13])(=O)C.[CH3:14][CH2:15][CH2:16][CH2:17][CH2:18][CH3:19], predict the reaction product. The product is: [NH2:6][C:16]1[CH:15]=[CH:14][CH:19]=[C:18]2[C:17]=1[CH2:13][CH:12]([OH:11])[CH2:4][CH2:1]2. (2) Given the reactants Cl[S:2]([C:5]1[CH:13]=[CH:12][C:8]([C:9]([OH:11])=[O:10])=[CH:7][CH:6]=1)(=[O:4])=[O:3].[CH3:14][O:15][C:16]1[CH:17]=[C:18]([CH:21]=[CH:22][CH:23]=1)[NH:19][CH3:20], predict the reaction product. The product is: [CH3:14][O:15][C:16]1[CH:17]=[C:18]([N:19]([CH3:20])[S:2]([C:5]2[CH:13]=[CH:12][C:8]([C:9]([OH:11])=[O:10])=[CH:7][CH:6]=2)(=[O:4])=[O:3])[CH:21]=[CH:22][CH:23]=1. (3) The product is: [CH2:17]([N:5]1[C@@H:6]([CH2:7][OH:8])[C@H:2]([OH:1])[C@@H:3]([NH:9][C:10](=[O:12])[CH3:11])[CH2:4]1)[CH2:18][CH2:19][CH3:20]. Given the reactants [OH:1][C@H:2]1[C@H:6]([CH2:7][OH:8])[NH:5][CH2:4][C@@H:3]1[NH:9][C:10](=[O:12])[CH3:11].[BH3-]C#N.[Na+].[CH:17](=O)[CH2:18][CH2:19][CH3:20], predict the reaction product.